From a dataset of Forward reaction prediction with 1.9M reactions from USPTO patents (1976-2016). Predict the product of the given reaction. (1) Given the reactants N1(O[C:11]2[N:16]=[C:15]([NH:17][C:18]3[CH:26]=[CH:25][CH:24]=[C:23]4[C:19]=3[CH:20]=[CH:21][N:22]4[CH3:27])[C:14]([C:28]([NH2:30])=[O:29])=[CH:13][N:12]=2)C2C=CC=CC=2N=N1.[C:31]([NH:34][C:35]1[CH:36]=[C:37]([CH:39]=[CH:40][CH:41]=1)[NH2:38])(=[O:33])[CH3:32].CC1C=CC(S(O)(=O)=O)=CC=1.O, predict the reaction product. The product is: [C:31]([NH:34][C:35]1[CH:36]=[C:37]([NH:38][C:11]2[N:16]=[C:15]([NH:17][C:18]3[CH:26]=[CH:25][CH:24]=[C:23]4[C:19]=3[CH:20]=[CH:21][N:22]4[CH3:27])[C:14]([C:28]([NH2:30])=[O:29])=[CH:13][N:12]=2)[CH:39]=[CH:40][CH:41]=1)(=[O:33])[CH3:32]. (2) The product is: [CH3:14][C:6]1[N:7]([CH2:16][C:45]2[CH:36]=[CH:37][C:38]3[N:42]=[N:41][N:40]([CH3:43])[C:39]=3[CH:44]=2)[C:8]2=[N:9][CH:10]=[CH:11][CH:12]=[C:13]2[C:5]=1[CH2:4][C:3]([OH:2])=[O:15]. Given the reactants C[O:2][C:3](=[O:15])[CH2:4][C:5]1[C:13]2[C:8](=[N:9][CH:10]=[CH:11][CH:12]=2)[NH:7][C:6]=1[CH3:14].[CH3:16]CN(P1(N(C)CCCN1C)=NC(C)(C)C)CC.BrC[C:36]1[CH:45]=[CH:44][C:39]2[N:40]([CH3:43])[N:41]=[N:42][C:38]=2[CH:37]=1, predict the reaction product.